From a dataset of Forward reaction prediction with 1.9M reactions from USPTO patents (1976-2016). Predict the product of the given reaction. (1) Given the reactants [C:1]1([C:7]2[CH:15]=[C:14]3[C:10]([CH2:11][C:12](=[O:16])[NH:13]3)=[CH:9][CH:8]=2)[CH:6]=[CH:5][CH:4]=[CH:3][CH:2]=1.[CH3:17][N:18]([CH3:33])[CH2:19][CH2:20][O:21][C:22]1[CH:23]=[C:24]2[C:28](=[CH:29][CH:30]=1)[NH:27][C:26]([CH:31]=O)=[CH:25]2.N1CCCCC1, predict the reaction product. The product is: [CH3:17][N:18]([CH3:33])[CH2:19][CH2:20][O:21][C:22]1[CH:23]=[C:24]2[C:28](=[CH:29][CH:30]=1)[NH:27][C:26]([CH:31]=[C:11]1[C:10]3[C:14](=[CH:15][C:7]([C:1]4[CH:2]=[CH:3][CH:4]=[CH:5][CH:6]=4)=[CH:8][CH:9]=3)[NH:13][C:12]1=[O:16])=[CH:25]2. (2) Given the reactants [F:1][C:2]([F:12])([F:11])[C:3]1[CH:10]=[CH:9][C:6]([C:7]#[N:8])=[CH:5][CH:4]=1.[CH3:13][S:14][C:15]1[CH:21]=[CH:20][C:18]([NH2:19])=[CH:17][CH:16]=1, predict the reaction product. The product is: [CH3:13][S:14][C:15]1[CH:21]=[CH:20][C:18]([NH:19][C:7](=[NH:8])[C:6]2[CH:9]=[CH:10][C:3]([C:2]([F:1])([F:11])[F:12])=[CH:4][CH:5]=2)=[CH:17][CH:16]=1.